From a dataset of Full USPTO retrosynthesis dataset with 1.9M reactions from patents (1976-2016). Predict the reactants needed to synthesize the given product. (1) The reactants are: C[C:2]1[C:10]2[C:5](=[CH:6][CH:7]=[CH:8][CH:9]=2)[NH:4][CH:3]=1.[C:11]([BH3-])#N.[Na+]. Given the product [CH3:11][C:9]1[CH:8]=[CH:7][CH:6]=[C:5]2[C:10]=1[CH2:2][CH2:3][NH:4]2, predict the reactants needed to synthesize it. (2) Given the product [F:24][C:23]1[CH:22]=[CH:21][CH:20]=[C:19]([OH:25])[C:18]=1[C:9]1[N:8]=[C:7]([N:4]2[CH2:5][CH2:6][C@@H:2]([NH:1][C:34](=[O:35])[O:36][CH2:37][CH2:38][O:39][CH3:40])[CH2:3]2)[C:16]2[C:11](=[CH:12][C:13]([CH3:17])=[CH:14][CH:15]=2)[N:10]=1, predict the reactants needed to synthesize it. The reactants are: [NH2:1][C@@H:2]1[CH2:6][CH2:5][N:4]([C:7]2[C:16]3[C:11](=[CH:12][C:13]([CH3:17])=[CH:14][CH:15]=3)[N:10]=[C:9]([C:18]3[C:23]([F:24])=[CH:22][CH:21]=[CH:20][C:19]=3[OH:25])[N:8]=2)[CH2:3]1.C(N(CC)CC)C.Cl[C:34]([O:36][CH2:37][CH2:38][O:39][CH3:40])=[O:35]. (3) Given the product [N:35]1[CH:36]=[CH:37][C:32]([C:7]2[C:6]3[C:10](=[CH:11][CH:12]=[C:4]([NH2:1])[CH:5]=3)[N:9]([C:13]([C:20]3[CH:21]=[CH:22][CH:23]=[CH:24][CH:25]=3)([C:26]3[CH:27]=[CH:28][CH:29]=[CH:30][CH:31]=3)[C:14]3[CH:19]=[CH:18][CH:17]=[CH:16][CH:15]=3)[N:8]=2)=[CH:33][CH:34]=1, predict the reactants needed to synthesize it. The reactants are: [N+:1]([C:4]1[CH:5]=[C:6]2[C:10](=[CH:11][CH:12]=1)[N:9]([C:13]([C:26]1[CH:31]=[CH:30][CH:29]=[CH:28][CH:27]=1)([C:20]1[CH:25]=[CH:24][CH:23]=[CH:22][CH:21]=1)[C:14]1[CH:19]=[CH:18][CH:17]=[CH:16][CH:15]=1)[N:8]=[C:7]2[C:32]1[CH:37]=[CH:36][N:35]=[CH:34][CH:33]=1)([O-])=O.CO. (4) Given the product [CH2:3]([O:10][CH2:12][C:13]([O:15][CH2:16][CH3:17])=[O:14])[C:4]1[CH:9]=[CH:8][CH:7]=[CH:6][CH:5]=1, predict the reactants needed to synthesize it. The reactants are: [H-].[Na+].[CH2:3]([OH:10])[C:4]1[CH:9]=[CH:8][CH:7]=[CH:6][CH:5]=1.Br[CH2:12][C:13]([O:15][CH2:16][CH3:17])=[O:14].Cl. (5) The reactants are: [F:1][C:2]1[CH:9]=[CH:8][CH:7]=[C:6]([N:10]2[CH:14]=[C:13]([CH3:15])[N:12]=[CH:11]2)[C:3]=1[C:4]#[N:5].[CH3:16][N+:17]([CH3:19])=[CH2:18].[I-]. Given the product [CH3:16][N:17]([CH2:19][C:14]1[N:10]([C:6]2[CH:7]=[CH:8][CH:9]=[C:2]([F:1])[C:3]=2[C:4]#[N:5])[CH:11]=[N:12][C:13]=1[CH3:15])[CH3:18], predict the reactants needed to synthesize it. (6) The reactants are: [CH3:1][C@H:2]1[NH:6][C:5](=[O:7])[NH:4][C:3]1=[O:8].[CH3:9][O:10][C:11]1[CH:18]=[CH:17][C:14]([CH2:15]Cl)=[CH:13][CH:12]=1. Given the product [CH3:9][O:10][C:11]1[CH:18]=[CH:17][C:14]([CH2:15][N:4]2[C:3](=[O:8])[C@@H:2]([CH3:1])[NH:6][C:5]2=[O:7])=[CH:13][CH:12]=1, predict the reactants needed to synthesize it. (7) The reactants are: [C:1]([C:5]1[N:10]=C(C#N)[C:8]([O:13][C:14]2[C:19]([CH3:20])=[CH:18][C:17]([CH3:21])=[CH:16][C:15]=2[CH3:22])=[CH:7][CH:6]=1)([CH3:4])([CH3:3])[CH3:2].Cl.[C:24]([OH:27])(=[O:26])[CH3:25]. Given the product [C:1]([C:5]1[N:10]=[C:25]([C:24]([OH:27])=[O:26])[C:8]([O:13][C:14]2[C:19]([CH3:20])=[CH:18][C:17]([CH3:21])=[CH:16][C:15]=2[CH3:22])=[CH:7][CH:6]=1)([CH3:4])([CH3:3])[CH3:2], predict the reactants needed to synthesize it.